Dataset: Reaction yield outcomes from USPTO patents with 853,638 reactions. Task: Predict the reaction yield, written as a fraction of the theoretical maximum amount of product (1.0 means a 100% yield; for example, 0.34 means a 34% yield). (1) The reactants are [CH2:1]([S:3][C:4]1[N:9]=[N:8][C:7]([C:10]([OH:12])=O)=[CH:6][CH:5]=1)[CH3:2].C1N=CN(C(N2C=NC=C2)=O)C=1.Cl.[NH2:26][CH2:27][C:28]1[CH:29]=[C:30]2[C:34](=[CH:35][CH:36]=1)[C:33](=[O:37])[N:32]([C:38]1([CH3:46])[CH2:43][CH2:42][C:41](=[O:44])[NH:40][C:39]1=[O:45])[C:31]2=[O:47].O. The catalyst is CN(C)C=O. The product is [CH3:46][C:38]1([N:32]2[C:31](=[O:47])[C:30]3[C:34](=[CH:35][CH:36]=[C:28]([CH2:27][NH:26][C:10]([C:7]4[N:8]=[N:9][C:4]([S:3][CH2:1][CH3:2])=[CH:5][CH:6]=4)=[O:12])[CH:29]=3)[C:33]2=[O:37])[CH2:43][CH2:42][C:41](=[O:44])[NH:40][C:39]1=[O:45]. The yield is 0.810. (2) The reactants are [CH3:1]C(C)([O-])C.[K+].[F:7][C:8]1[CH:13]=[C:12]([N+:14]([O-:16])=[O:15])[CH:11]=[CH:10][C:9]=1[O:17][CH3:18].ClC1C=CC(OC[C:26]#[N:27])=CC=1. The catalyst is CN(C=O)C. The product is [F:7][C:8]1[CH:13]=[C:12]([N+:14]([O-:16])=[O:15])[C:11]([CH2:1][N+:27]#[C-:26])=[CH:10][C:9]=1[O:17][CH3:18]. The yield is 0.232. (3) The yield is 0.600. The catalyst is CO. The reactants are [F:1][C:2]1[C:11]([CH:12]([N:14]2C(=O)C3C(=CC=CC=3)C2=O)[CH3:13])=[C:10]([F:25])[CH:9]=[C:8]2[C:3]=1[CH:4]=[CH:5][CH:6]=[N:7]2.O.NN. The product is [F:1][C:2]1[C:11]([CH:12]([NH2:14])[CH3:13])=[C:10]([F:25])[CH:9]=[C:8]2[C:3]=1[CH:4]=[CH:5][CH:6]=[N:7]2. (4) The reactants are [CH2:1]([C:8]1[C:9](=[O:14])[CH2:10][CH2:11][C:12]=1[OH:13])[C:2]1[CH:7]=[CH:6][CH:5]=[CH:4][CH:3]=1.[C:15]1([CH3:21])[CH:20]=CC=C[CH:16]=1. The catalyst is C(O)C(C)C. The product is [CH2:1]([C:8]1[C:12](=[O:13])[CH2:11][CH2:10][C:9]=1[O:14][CH2:16][CH:15]([CH3:21])[CH3:20])[C:2]1[CH:7]=[CH:6][CH:5]=[CH:4][CH:3]=1. The yield is 0.820. (5) The reactants are [Br:1][C:2]1[CH:3]=[C:4]([N+:15]([O-])=O)[C:5]2[N:9]=[C:8]([N:10]([CH3:12])[CH3:11])[N:7]([CH3:13])[C:6]=2[CH:14]=1. The catalyst is CO.C(O)(=O)C.[Fe]. The product is [NH2:15][C:4]1[C:5]2[N:9]=[C:8]([N:10]([CH3:11])[CH3:12])[N:7]([CH3:13])[C:6]=2[CH:14]=[C:2]([Br:1])[CH:3]=1. The yield is 0.220. (6) The reactants are [CH2:1]([N:3]([CH:22]([CH3:24])[CH3:23])[C:4]1[CH:21]=[N:20][C:7]2[CH2:8][N:9](C(OC(C)(C)C)=O)[CH2:10][CH2:11][O:12][C:6]=2[N:5]=1)[CH3:2].C(OCC)(=O)C.[ClH:31].C(=O)([O-])O.[Na+].Cl. The catalyst is C(OCC)(=O)C. The product is [ClH:31].[CH2:1]([N:3]([CH:22]([CH3:23])[CH3:24])[C:4]1[CH:21]=[N:20][C:7]2[CH2:8][NH:9][CH2:10][CH2:11][O:12][C:6]=2[N:5]=1)[CH3:2]. The yield is 1.00. (7) The reactants are [Br:1][C:2]1[CH:7]=[CH:6][C:5](I)=[CH:4][N:3]=1.[C:9]([Si:11]([CH3:14])([CH3:13])[CH3:12])#[CH:10].C(N(CC)CC)C. The catalyst is C1COCC1.C1C=CC(P(C2C=CC=CC=2)C2C=CC=CC=2)=CC=1.C1C=CC(P(C2C=CC=CC=2)C2C=CC=CC=2)=CC=1.Cl[Pd]Cl.[Cu]I. The product is [Br:1][C:2]1[CH:7]=[CH:6][C:5]([C:10]#[C:9][Si:11]([CH3:14])([CH3:13])[CH3:12])=[CH:4][N:3]=1. The yield is 0.870. (8) The reactants are Cl[C:2]1[N:7]=[C:6]([NH:8][C@@H:9]2[CH2:14][CH2:13][CH2:12][CH2:11][C@H:10]2[NH:15][S:16]([CH3:19])(=[O:18])=[O:17])[C:5]([Cl:20])=[CH:4][N:3]=1.[CH3:21][C:22]1([CH3:34])[CH2:28][CH2:27][CH2:26][NH:25][C:24]2[CH:29]=[CH:30][C:31]([NH2:33])=[CH:32][C:23]1=2.Cl. The catalyst is O1CCOCC1.COCCO. The product is [Cl:20][C:5]1[C:6]([NH:8][C@@H:9]2[CH2:14][CH2:13][CH2:12][CH2:11][C@H:10]2[NH:15][S:16]([CH3:19])(=[O:18])=[O:17])=[N:7][C:2]([NH:33][C:31]2[CH:30]=[CH:29][C:24]3[NH:25][CH2:26][CH2:27][CH2:28][C:22]([CH3:34])([CH3:21])[C:23]=3[CH:32]=2)=[N:3][CH:4]=1. The yield is 0.170.